Dataset: Reaction yield outcomes from USPTO patents with 853,638 reactions. Task: Predict the reaction yield, written as a fraction of the theoretical maximum amount of product (1.0 means a 100% yield; for example, 0.34 means a 34% yield). (1) The reactants are [C:1]([C:3]1([NH:6][C:7]([C@@H:9]2[CH2:13][C@@H:12]([S:14][C:15]3[CH:20]=[CH:19][C:18]([C:21]4[CH:22]=[N:23][N:24]([CH3:26])[CH:25]=4)=[CH:17][C:16]=3[C:27]([F:30])([F:29])[F:28])[CH2:11][N:10]2[C:31]([C:33]2([C:36]([F:39])([F:38])[F:37])[CH2:35][CH2:34]2)=[O:32])=[O:8])[CH2:5][CH2:4]1)#[N:2].[OH2:40].[OH2:41].O.O.O.O.C(O[O-])(=O)C1C(=CC=CC=1)C([O-])=O.[Mg+2].S(S([O-])=O)([O-])(=O)=O.[Na+].[Na+].[OH-].[Na+]. The catalyst is C(#N)C.O. The product is [C:1]([C:3]1([NH:6][C:7]([C@@H:9]2[CH2:13][C@@H:12]([S:14]([C:15]3[CH:20]=[CH:19][C:18]([C:21]4[CH:22]=[N:23][N:24]([CH3:26])[CH:25]=4)=[CH:17][C:16]=3[C:27]([F:30])([F:29])[F:28])(=[O:41])=[O:40])[CH2:11][N:10]2[C:31]([C:33]2([C:36]([F:39])([F:38])[F:37])[CH2:34][CH2:35]2)=[O:32])=[O:8])[CH2:4][CH2:5]1)#[N:2]. The yield is 0.749. (2) The reactants are [OH-].[Na+].[Cl:3][C:4]1[C:5]([F:34])=[C:6]([NH:10][CH:11]([C:13]2[CH:14]=[C:15]([C:30]([O:32]C)=[O:31])[CH:16]=[C:17]3[C:22]=2[O:21][C:20]([N:23]2[CH2:28][CH2:27][O:26][CH2:25][CH2:24]2)=[CH:19][C:18]3=[O:29])[CH3:12])[CH:7]=[CH:8][CH:9]=1.C1COCC1.Cl. The catalyst is CO. The product is [Cl:3][C:4]1[C:5]([F:34])=[C:6]([NH:10][CH:11]([C:13]2[CH:14]=[C:15]([C:30]([OH:32])=[O:31])[CH:16]=[C:17]3[C:22]=2[O:21][C:20]([N:23]2[CH2:24][CH2:25][O:26][CH2:27][CH2:28]2)=[CH:19][C:18]3=[O:29])[CH3:12])[CH:7]=[CH:8][CH:9]=1. The yield is 0.880. (3) The reactants are CC(C)(C)C(OC[N:7]1[CH:11]=[N:10][C:9]([C:12]2[CH:17]=[CH:16][C:15]([C:18]3[CH:23]=[CH:22][CH:21]=[C:20]([CH2:24][NH:25][CH:26]4[CH2:34][C:33]5[C:28](=[CH:29][CH:30]=[CH:31][CH:32]=5)[CH2:27]4)[CH:19]=3)=[CH:14][CH:13]=2)=[N:8]1)=O.C[O-].[Na+].CO.[ClH:42].C([O-])([O-])=O.[Na+].[Na+]. The catalyst is CCO.O. The product is [ClH:42].[NH:7]1[CH:11]=[N:10][C:9]([C:12]2[CH:17]=[CH:16][C:15]([C:18]3[CH:23]=[CH:22][CH:21]=[C:20]([CH2:24][NH:25][CH:26]4[CH2:27][C:28]5[C:33](=[CH:32][CH:31]=[CH:30][CH:29]=5)[CH2:34]4)[CH:19]=3)=[CH:14][CH:13]=2)=[N:8]1. The yield is 0.890. (4) The reactants are [NH2:1][C:2]1[N:11]=[CH:10][C:9]2[C:8]([NH:12][C:13]3[CH:18]=[CH:17][CH:16]=[C:15]([Br:19])[CH:14]=3)=[N:7][CH:6]=[N:5][C:4]=2[CH:3]=1.CCN(CC)CC.[C:27](Cl)(=[O:30])[CH:28]=[CH2:29]. The catalyst is CN(C1C=CN=CC=1)C.O. The product is [Br:19][C:15]1[CH:14]=[C:13]([NH:12][C:8]2[C:9]3[CH:10]=[N:11][C:2]([NH:1][C:27](=[O:30])[CH:28]=[CH2:29])=[CH:3][C:4]=3[N:5]=[CH:6][N:7]=2)[CH:18]=[CH:17][CH:16]=1. The yield is 0.0700. (5) The reactants are C([O:5][C:6](=O)[CH2:7][CH2:8][C@@H:9]([CH2:25][O:26][S:27]([C:30]1[CH:36]=[CH:35][C:33]([CH3:34])=[CH:32][CH:31]=1)(=[O:29])=[O:28])[CH2:10][C@H:11]1[CH2:15][O:14][C:13]([CH3:17])([CH3:16])[N:12]1[C:18]([O:20][C:21]([CH3:24])([CH3:23])[CH3:22])=[O:19])(C)(C)C.CC(C[AlH]CC(C)C)C.[BH4-].[Na+]. The catalyst is C(Cl)Cl. The product is [OH:5][CH2:6][CH2:7][CH2:8][C@@H:9]([CH2:25][O:26][S:27]([C:30]1[CH:36]=[CH:35][C:33]([CH3:34])=[CH:32][CH:31]=1)(=[O:28])=[O:29])[CH2:10][C@H:11]1[CH2:15][O:14][C:13]([CH3:16])([CH3:17])[N:12]1[C:18]([O:20][C:21]([CH3:22])([CH3:23])[CH3:24])=[O:19]. The yield is 0.920.